This data is from Catalyst prediction with 721,799 reactions and 888 catalyst types from USPTO. The task is: Predict which catalyst facilitates the given reaction. (1) Reactant: [Cl:1][C:2]1[CH:10]=[CH:9][CH:8]=[C:7]2[C:3]=1[CH:4]=[CH:5][N:6]2[CH2:11][C:12]1[NH:13][CH2:14][NH:15][CH:16]=1.C([O-])(O)=O.[Na+].C1C=CC(OC(Cl)=[S:30])=CC=1. Product: [Cl:1][C:2]1[CH:10]=[CH:9][CH:8]=[C:7]2[C:3]=1[CH:4]=[CH:5][N:6]2[CH2:11][C:12]1[NH:13][C:14](=[S:30])[NH:15][CH:16]=1. The catalyst class is: 20. (2) Reactant: [CH2:1]([CH:3]([NH:6][C:7]1[CH:12]=[C:11]([CH3:13])[N:10]=[C:9]([NH:14][C:15]2[C:20]([CH3:21])=[CH:19][C:18]([CH3:22])=[CH:17][C:16]=2[CH3:23])[C:8]=1[NH2:24])[CH2:4][CH3:5])[CH3:2].Br[C:26]#[N:27]. Product: [CH2:1]([CH:3]([NH:6][C:7]1[CH:12]=[C:11]([CH3:13])[N:10]=[C:9]2[N:14]([C:15]3[C:20]([CH3:21])=[CH:19][C:18]([CH3:22])=[CH:17][C:16]=3[CH3:23])[C:26]([NH2:27])=[N:24][C:8]=12)[CH2:4][CH3:5])[CH3:2]. The catalyst class is: 10. (3) Reactant: [Li+].C[Si]([N-][Si](C)(C)C)(C)C.[O:11]=[C:12]1[CH2:17][CH2:16][N:15]([C:18]([O:20][C:21]([CH3:24])([CH3:23])[CH3:22])=[O:19])[CH2:14][CH2:13]1.[O:25]1[CH2:29][CH2:28][CH:27]([C:30](Cl)=[O:31])[CH2:26]1. Product: [C:21]([O:20][C:18]([N:15]1[CH2:14][CH2:13][C:12](=[O:11])[CH:17]([C:30]([CH:27]2[CH2:28][CH2:29][O:25][CH2:26]2)=[O:31])[CH2:16]1)=[O:19])([CH3:24])([CH3:23])[CH3:22]. The catalyst class is: 1. (4) Reactant: [NH2:1][C:2]1[C:3]2[CH2:14][N:13]([C:15]([O:17][C:18]([CH3:21])([CH3:20])[CH3:19])=[O:16])[C:12]([CH3:23])([CH3:22])[C:4]=2[N:5](C(OCC)=O)[N:6]=1.[OH-].[Na+]. Product: [NH2:1][C:2]1[C:3]2[CH2:14][N:13]([C:15]([O:17][C:18]([CH3:21])([CH3:20])[CH3:19])=[O:16])[C:12]([CH3:23])([CH3:22])[C:4]=2[NH:5][N:6]=1. The catalyst class is: 5.